From a dataset of Forward reaction prediction with 1.9M reactions from USPTO patents (1976-2016). Predict the product of the given reaction. (1) Given the reactants C([O-])([O-])=O.C([O-])([O-])=O.O.O.O.[K+].[K+].[K+].[K+].C([O:19][CH2:20][CH2:21][CH2:22][CH:23]([CH3:35])[CH2:24][CH2:25][CH2:26][CH:27]([CH3:34])[CH2:28][CH2:29][CH2:30][CH:31]([CH3:33])[CH3:32])(=O)C.C1COCC1, predict the reaction product. The product is: [CH3:35][CH:23]([CH2:24][CH2:25][CH2:26][CH:27]([CH3:34])[CH2:28][CH2:29][CH2:30][CH:31]([CH3:33])[CH3:32])[CH2:22][CH2:21][CH2:20][OH:19]. (2) Given the reactants [NH2:1][C:2]1[CH:7]=[CH:6][C:5]([OH:8])=[CH:4][CH:3]=1.Cl[C:10]1[C:19]2[C:14](=[CH:15][CH:16]=[CH:17][CH:18]=2)[C:13]([N:20]2[CH2:25][CH2:24][N:23]([CH3:26])[CH2:22][CH2:21]2)=[N:12][N:11]=1.C(O)(C(F)(F)F)=O.C(=O)(O)[O-].[Na+], predict the reaction product. The product is: [CH3:26][N:23]1[CH2:22][CH2:21][N:20]([C:13]2[C:14]3[C:19](=[CH:18][CH:17]=[CH:16][CH:15]=3)[C:10]([NH:1][C:2]3[CH:7]=[CH:6][C:5]([OH:8])=[CH:4][CH:3]=3)=[N:11][N:12]=2)[CH2:25][CH2:24]1.